From a dataset of Oral bioavailability binary classification data from Ma et al.. Regression/Classification. Given a drug SMILES string, predict its absorption, distribution, metabolism, or excretion properties. Task type varies by dataset: regression for continuous measurements (e.g., permeability, clearance, half-life) or binary classification for categorical outcomes (e.g., BBB penetration, CYP inhibition). Dataset: bioavailability_ma. (1) The molecule is CC1(C)O[C@@H]2C[C@H]3[C@@H]4C[C@H](F)C5=CC(=O)C=C[C@]5(C)[C@H]4[C@@H](O)C[C@]3(C)[C@]2(C(=O)CO)O1. The result is 0 (low bioavailability). (2) The drug is CN(C)[C@@H]1C(O)=C(C(N)=O)C(=O)[C@@]2(O)C(O)=C3C(=O)c4c(O)cccc4[C@@](C)(O)[C@H]3[C@H](O)[C@@H]12. The result is 1 (high bioavailability). (3) The drug is COC(=O)[C@H]1[C@@H](O)CC[C@H]2CN3CCc4c([nH]c5ccccc45)[C@@H]3C[C@@H]21. The result is 1 (high bioavailability). (4) The drug is CNC[C@H](O)c1cccc(O)c1. The result is 1 (high bioavailability). (5) The drug is CC(C)(C)NCC(O)COc1cccc2c1CCC(=O)N2. The result is 1 (high bioavailability).